The task is: Predict the reactants needed to synthesize the given product.. This data is from Full USPTO retrosynthesis dataset with 1.9M reactions from patents (1976-2016). Given the product [CH3:41][O:40][C:39](=[O:42])[NH:38][C@H:3]([C:4]([N:5]1[CH2:9][CH2:8][CH2:7][C@H:6]1[C:10]1[NH:11][C:12]([C:15]2[CH:20]=[CH:19][C:18]([C:21]3[CH:22]=[CH:23][C:24]([C:27]4[NH:31][C:30]([C@@H:32]5[CH2:36][CH2:35][CH2:34][N:33]5[C:56](=[O:57])[C@H:55]([CH:54]([CH3:53])[CH3:66])[NH:59][C:60]5[CH:61]=[N:62][CH:63]=[CH:64][CH:65]=5)=[N:29][CH:28]=4)=[CH:25][CH:26]=3)=[CH:17][CH:16]=2)=[CH:13][N:14]=1)=[O:37])[CH:2]([CH3:43])[CH3:1], predict the reactants needed to synthesize it. The reactants are: [CH3:1][CH:2]([CH3:43])[C@H:3]([NH:38][C:39](=[O:42])[O:40][CH3:41])[C:4](=[O:37])[N:5]1[CH2:9][CH2:8][CH2:7][C@H:6]1[C:10]1[NH:11][C:12]([C:15]2[CH:20]=[CH:19][C:18]([C:21]3[CH:26]=[CH:25][C:24]([C:27]4[NH:31][C:30]([C@@H:32]5[CH2:36][CH2:35][CH2:34][NH:33]5)=[N:29][CH:28]=4)=[CH:23][CH:22]=3)=[CH:17][CH:16]=2)=[CH:13][N:14]=1.CCN(C(C)C)C(C)C.[CH3:53][CH:54]([CH3:66])[C@H:55]([NH:59][C:60]1[CH:61]=[N:62][CH:63]=[CH:64][CH:65]=1)[C:56](O)=[O:57].CN(C(ON1N=NC2C=CC=NC1=2)=[N+](C)C)C.F[P-](F)(F)(F)(F)F.